From a dataset of hERG Central: cardiac toxicity at 1µM, 10µM, and general inhibition. Predict hERG channel inhibition at various concentrations. Results: hERG_inhib (hERG inhibition (general)): blocker. The compound is O=C(CSc1nc(=O)n(CCCN2CCOCC2)c2c1CCCC2)Nc1cccc(F)c1.